From a dataset of Forward reaction prediction with 1.9M reactions from USPTO patents (1976-2016). Predict the product of the given reaction. (1) Given the reactants [F-].[K+].[C:3]([C:5]([C:27]#[N:28])=[C:6]1[C:10]([C:11]#[N:12])=[C:9]([C:13]2[CH:18]=[CH:17][C:16]([C:19]#[C:20][Si](C)(C)C)=[CH:15][CH:14]=2)[C:8]([CH3:26])([CH3:25])[O:7]1)#[N:4].O, predict the reaction product. The product is: [C:11]([C:10]1[C:6](=[C:5]([C:3]#[N:4])[C:27]#[N:28])[O:7][C:8]([CH3:26])([CH3:25])[C:9]=1[C:13]1[CH:18]=[CH:17][C:16]([C:19]#[CH:20])=[CH:15][CH:14]=1)#[N:12]. (2) Given the reactants [C:1]([CH:4]([C:7]1[C:12]([F:13])=[CH:11]C(OC)=C[C:8]=1[F:16])[C:5]#[N:6])(=O)[CH3:2].[C:17]([OH:20])(=O)[CH3:18].[CH3:21][NH:22][NH2:23].O.[CH2:25](O)C, predict the reaction product. The product is: [F:16][C:8]1[CH:18]=[C:17]([O:20][CH3:25])[CH:11]=[C:12]([F:13])[C:7]=1[C:4]1[C:1]([CH3:2])=[N:23][N:22]([CH3:21])[C:5]=1[NH2:6].